From a dataset of Peptide-MHC class I binding affinity with 185,985 pairs from IEDB/IMGT. Regression. Given a peptide amino acid sequence and an MHC pseudo amino acid sequence, predict their binding affinity value. This is MHC class I binding data. (1) The peptide sequence is GEIGIRNWL. The MHC is HLA-B57:01 with pseudo-sequence HLA-B57:01. The binding affinity (normalized) is 0.0847. (2) The peptide sequence is ELAPIRVNA. The MHC is HLA-B58:01 with pseudo-sequence HLA-B58:01. The binding affinity (normalized) is 0.213.